From a dataset of NCI-60 drug combinations with 297,098 pairs across 59 cell lines. Regression. Given two drug SMILES strings and cell line genomic features, predict the synergy score measuring deviation from expected non-interaction effect. (1) Drug 2: CN1C2=C(C=C(C=C2)N(CCCl)CCCl)N=C1CCCC(=O)O.Cl. Drug 1: C(=O)(N)NO. Synergy scores: CSS=4.17, Synergy_ZIP=-1.66, Synergy_Bliss=0.507, Synergy_Loewe=-0.870, Synergy_HSA=-0.291. Cell line: NCI-H522. (2) Synergy scores: CSS=21.3, Synergy_ZIP=-3.85, Synergy_Bliss=2.51, Synergy_Loewe=-0.442, Synergy_HSA=2.05. Cell line: MCF7. Drug 2: COCCOC1=C(C=C2C(=C1)C(=NC=N2)NC3=CC=CC(=C3)C#C)OCCOC.Cl. Drug 1: C1=CC(=CC=C1CC(C(=O)O)N)N(CCCl)CCCl.Cl. (3) Drug 1: CC1C(C(CC(O1)OC2CC(CC3=C2C(=C4C(=C3O)C(=O)C5=C(C4=O)C(=CC=C5)OC)O)(C(=O)C)O)N)O.Cl. Drug 2: CN1C2=C(C=C(C=C2)N(CCCl)CCCl)N=C1CCCC(=O)O.Cl. Cell line: NCI-H322M. Synergy scores: CSS=2.75, Synergy_ZIP=0.823, Synergy_Bliss=-0.0887, Synergy_Loewe=-6.44, Synergy_HSA=-0.815. (4) Drug 1: C1=C(C(=O)NC(=O)N1)F. Drug 2: C1C(C(OC1N2C=NC(=NC2=O)N)CO)O. Cell line: NCI-H522. Synergy scores: CSS=12.3, Synergy_ZIP=-11.6, Synergy_Bliss=-15.3, Synergy_Loewe=-15.7, Synergy_HSA=-13.5. (5) Drug 1: CC1C(C(CC(O1)OC2CC(CC3=C2C(=C4C(=C3O)C(=O)C5=C(C4=O)C(=CC=C5)OC)O)(C(=O)C)O)N)O.Cl. Drug 2: C1=NC2=C(N=C(N=C2N1C3C(C(C(O3)CO)O)F)Cl)N. Cell line: SNB-19. Synergy scores: CSS=34.5, Synergy_ZIP=-7.75, Synergy_Bliss=-7.51, Synergy_Loewe=-11.8, Synergy_HSA=-3.70. (6) Drug 1: COC1=C(C=C2C(=C1)N=CN=C2NC3=CC(=C(C=C3)F)Cl)OCCCN4CCOCC4. Drug 2: CCC1=CC2CC(C3=C(CN(C2)C1)C4=CC=CC=C4N3)(C5=C(C=C6C(=C5)C78CCN9C7C(C=CC9)(C(C(C8N6C)(C(=O)OC)O)OC(=O)C)CC)OC)C(=O)OC.C(C(C(=O)O)O)(C(=O)O)O. Cell line: SK-OV-3. Synergy scores: CSS=68.3, Synergy_ZIP=2.12, Synergy_Bliss=1.59, Synergy_Loewe=3.41, Synergy_HSA=6.65.